From a dataset of Full USPTO retrosynthesis dataset with 1.9M reactions from patents (1976-2016). Predict the reactants needed to synthesize the given product. (1) Given the product [CH:1]1([C:4]2[CH:9]=[CH:8][CH:7]=[CH:6][C:5]=2[CH2:10][C:11]2[NH:12][CH2:13][CH2:14][N:15]=2)[CH2:3][CH2:2]1, predict the reactants needed to synthesize it. The reactants are: [CH:1]1([C:4]2[CH:9]=[CH:8][CH:7]=[CH:6][C:5]=2[CH2:10][C:11]#[N:12])[CH2:3][CH2:2]1.[CH2:13](N)[CH2:14][NH2:15]. (2) Given the product [Br:32][CH2:1][C:2]1[C:7]([C:8]([F:9])([F:11])[F:10])=[CH:6][C:5]([C:12]([F:14])([F:15])[F:13])=[CH:4][C:3]=1[B:16]1[O:17][C:18]([CH3:20])([CH3:19])[C:21]([CH3:23])([CH3:22])[O:24]1, predict the reactants needed to synthesize it. The reactants are: [CH3:1][C:2]1[C:7]([C:8]([F:11])([F:10])[F:9])=[CH:6][C:5]([C:12]([F:15])([F:14])[F:13])=[CH:4][C:3]=1[B:16]1[O:24][C:21]([CH3:23])([CH3:22])[C:18]([CH3:20])([CH3:19])[O:17]1.C1C(=O)N([Br:32])C(=O)C1.C1(=O)NC(=O)CC1. (3) Given the product [CH3:30][N:12]1[C:11]2[CH:31]=[CH:32][C:8]([C:6]([NH:5][CH2:4][C:3]([OH:33])=[O:2])=[O:7])=[CH:9][C:10]=2[N:14]=[C:13]1[NH:15][C:16]1[S:17][C:18]2[CH:24]=[C:23]([O:25][C:26]([F:29])([F:28])[F:27])[CH:22]=[CH:21][C:19]=2[N:20]=1, predict the reactants needed to synthesize it. The reactants are: C[O:2][C:3](=[O:33])[CH2:4][NH:5][C:6]([C:8]1[CH:32]=[CH:31][C:11]2[N:12]([CH3:30])[C:13]([NH:15][C:16]3[S:17][C:18]4[CH:24]=[C:23]([O:25][C:26]([F:29])([F:28])[F:27])[CH:22]=[CH:21][C:19]=4[N:20]=3)=[N:14][C:10]=2[CH:9]=1)=[O:7].[Li+].[OH-]. (4) Given the product [OH:2][C:3]1[CH:8]=[C:7]([C:9]([C:11]2[CH:16]=[CH:15][CH:14]=[CH:13][CH:12]=2)=[O:10])[CH:6]=[CH:5][C:4]=1[C:17]1[CH:22]=[CH:21][CH:20]=[C:19]([CH3:23])[CH:18]=1, predict the reactants needed to synthesize it. The reactants are: C[O:2][C:3]1[CH:8]=[C:7]([C:9]([C:11]2[CH:16]=[CH:15][CH:14]=[CH:13][CH:12]=2)=[O:10])[CH:6]=[CH:5][C:4]=1[C:17]1[CH:22]=[CH:21][CH:20]=[C:19]([CH3:23])[CH:18]=1.B(Br)(Br)Br.